From a dataset of Forward reaction prediction with 1.9M reactions from USPTO patents (1976-2016). Predict the product of the given reaction. (1) Given the reactants [OH:1][C:2]1[C:14]2[C:13]3[C:8](=[CH:9][CH:10]=[CH:11][CH:12]=3)[NH:7][C:6]=2[CH:5]=[CH:4][CH:3]=1.C([O-])([O-])=O.[K+].[K+].[CH2:21]([C@H:23]1[O:25][CH2:24]1)Cl.CCCCCC, predict the reaction product. The product is: [O:25]1[CH2:24][C@@H:23]1[CH2:21][O:1][C:2]1[C:14]2[C:13]3[C:8](=[CH:9][CH:10]=[CH:11][CH:12]=3)[NH:7][C:6]=2[CH:5]=[CH:4][CH:3]=1. (2) Given the reactants [ClH:1].C(OC([NH:12][C@H:13]([C:17]([OH:19])=[O:18])[CH:14]([CH3:16])[CH3:15])=O)C1C=CC=CC=1.[CH:20]1[N:24]([CH2:25][O:26][CH:27]([CH2:30]O)[CH2:28][OH:29])[C:23]2[N:32]=[C:33]([NH2:37])[N:34]=[C:35]([OH:36])[C:22]=2[N:21]=1.C(O)(C)C, predict the reaction product. The product is: [CH3:16][CH:14]([C@H:13]([NH2:12])[C:17]([O:19][CH2:30][CH:27]([O:26][CH2:25][N:24]1[C:23]2[NH:32][C:33]([NH2:37])=[N:34][C:35](=[O:36])[C:22]=2[N:21]=[CH:20]1)[CH2:28][OH:29])=[O:18])[CH3:15].[ClH:1]. (3) Given the reactants Cl.[O:2]1[C:6]2[CH:7]=[CH:8][CH:9]=[C:10]([CH:11]3[CH2:16][CH2:15][N:14]([CH2:17][CH2:18][C@H:19]4[CH2:24][CH2:23][C@H:22]([NH2:25])[CH2:21][CH2:20]4)[CH2:13][CH2:12]3)[C:5]=2[O:4][CH2:3]1.[CH3:26][C:27]1[CH:35]=[CH:34][C:30]([C:31](O)=[O:32])=[CH:29][N:28]=1, predict the reaction product. The product is: [O:2]1[C:6]2[CH:7]=[CH:8][CH:9]=[C:10]([CH:11]3[CH2:16][CH2:15][N:14]([CH2:17][CH2:18][C@H:19]4[CH2:20][CH2:21][C@H:22]([NH:25][C:31](=[O:32])[C:30]5[CH:34]=[CH:35][C:27]([CH3:26])=[N:28][CH:29]=5)[CH2:23][CH2:24]4)[CH2:13][CH2:12]3)[C:5]=2[O:4][CH2:3]1. (4) Given the reactants [CH3:1][N:2]([CH3:16])[C:3]1[O:4][C:5]2[CH:11]=[C:10]([C:12]([O:14]C)=[O:13])[CH:9]=[CH:8][C:6]=2[N:7]=1.O[Li].O, predict the reaction product. The product is: [CH3:1][N:2]([CH3:16])[C:3]1[O:4][C:5]2[CH:11]=[C:10]([C:12]([OH:14])=[O:13])[CH:9]=[CH:8][C:6]=2[N:7]=1. (5) Given the reactants Br[CH2:2][CH2:3][CH2:4][O:5][C:6]1[CH:11]=[C:10]([CH3:12])[CH:9]=[CH:8][C:7]=1[O:13][CH3:14].[NH:15]1[CH2:20][CH2:19][O:18][CH2:17][CH2:16]1, predict the reaction product. The product is: [CH3:14][O:13][C:7]1[CH:8]=[CH:9][C:10]([CH3:12])=[CH:11][C:6]=1[O:5][CH2:4][CH2:3][CH2:2][N:15]1[CH2:20][CH2:19][O:18][CH2:17][CH2:16]1.